From a dataset of Forward reaction prediction with 1.9M reactions from USPTO patents (1976-2016). Predict the product of the given reaction. Given the reactants CC([N:5]([CH2:9][CH2:10][NH:11][S:12]([C:15]1[CH:20]=[CH:19][C:18]([C:21]2[CH:26]=[CH:25][N:24]=[C:23]3[NH:27][C:28]([CH2:30][CH3:31])=[CH:29][C:22]=23)=[CH:17][CH:16]=1)(=[O:14])=[O:13])C(=O)[O-])(C)C.[ClH:32], predict the reaction product. The product is: [ClH:32].[ClH:32].[NH2:5][CH2:9][CH2:10][NH:11][S:12]([C:15]1[CH:16]=[CH:17][C:18]([C:21]2[CH:26]=[CH:25][N:24]=[C:23]3[NH:27][C:28]([CH2:30][CH3:31])=[CH:29][C:22]=23)=[CH:19][CH:20]=1)(=[O:13])=[O:14].